From a dataset of Full USPTO retrosynthesis dataset with 1.9M reactions from patents (1976-2016). Predict the reactants needed to synthesize the given product. (1) Given the product [NH2:17][C:13]1[C:14]2[C:5]([C:19]([NH2:21])=[C:7]3[C:12]=1[CH:11]=[CH:10][CH:9]=[CH:8]3)=[CH:4][CH:3]=[CH:2][CH:1]=2, predict the reactants needed to synthesize it. The reactants are: [CH:1]1[C:14]2[C:13](=O)[C:12]3[C:7](=[CH:8][CH:9]=[CH:10][CH:11]=3)C(=O)[C:5]=2[CH:4]=[CH:3][CH:2]=1.[N:17]#N.[CH:19]([NH2:21])=O. (2) Given the product [N+:13]([C:16]1[CH:17]=[CH:18][C:19]([CH2:22][C:23](=[O:25])[CH2:30][C:29]([O:28][CH2:26][CH3:27])=[O:34])=[CH:20][CH:21]=1)([O-:15])=[O:14], predict the reactants needed to synthesize it. The reactants are: C(N1C=CN=C1)(N1C=CN=C1)=O.[N+:13]([C:16]1[CH:21]=[CH:20][C:19]([CH2:22][C:23]([OH:25])=O)=[CH:18][CH:17]=1)([O-:15])=[O:14].[CH2:26]([O:28][C:29](=[O:34])[CH2:30]C(O)=O)[CH3:27]. (3) Given the product [CH3:21][C:19]1[NH:14][C:12]([C:7]2[CH:8]=[CH:9][CH:10]=[CH:11][C:6]=2[O:5][CH3:4])=[N:13][C:17](=[O:16])[CH:18]=1, predict the reactants needed to synthesize it. The reactants are: C[O-].[Na+].[CH3:4][O:5][C:6]1[CH:11]=[CH:10][CH:9]=[CH:8][C:7]=1[C:12]([NH2:14])=[NH:13].C[O:16][C:17](=O)[CH2:18][C:19]([CH3:21])=O. (4) Given the product [Cl:1][C:2]1[CH:9]=[CH:8][CH:7]=[CH:6][C:3]=1[CH:4]1[C:17]([C:16]([O:22][CH3:23])=[O:21])=[C:18]([CH3:20])[NH:10][C:11]2=[N:12][NH:13][CH:14]=[C:15]12, predict the reactants needed to synthesize it. The reactants are: [Cl:1][C:2]1[CH:9]=[CH:8][CH:7]=[CH:6][C:3]=1[CH:4]=O.[NH2:10][C:11]1[CH:15]=[CH:14][NH:13][N:12]=1.[C:16]([O:22][CH3:23])(=[O:21])[CH2:17][C:18]([CH3:20])=O. (5) Given the product [CH:37]1([CH:42]2[C:31]3[C:30](=[O:35])[CH2:29][C:28]([CH3:27])([CH3:36])[CH2:33][C:32]=3[NH:1][C:2]([CH:16]([O:18][CH3:19])[CH3:17])=[C:3]2[C:4](=[O:5])[C:6]2[CH:11]=[CH:10][C:9]([C:12]([F:14])([F:15])[F:13])=[CH:8][CH:7]=2)[CH2:41][CH2:40][CH2:39][CH2:38]1, predict the reactants needed to synthesize it. The reactants are: [NH2:1][C:2]([CH:16]([O:18][CH3:19])[CH3:17])=[CH:3][C:4]([C:6]1[CH:11]=[CH:10][C:9]([C:12]([F:15])([F:14])[F:13])=[CH:8][CH:7]=1)=[O:5].FC(F)(F)C(O)=O.[CH3:27][C:28]1([CH3:36])[CH2:33][C:32](=O)[CH2:31][C:30](=[O:35])[CH2:29]1.[CH:37]1([CH:42]=O)[CH2:41][CH2:40][CH2:39][CH2:38]1.